Task: Regression. Given a peptide amino acid sequence and an MHC pseudo amino acid sequence, predict their binding affinity value. This is MHC class I binding data.. Dataset: Peptide-MHC class I binding affinity with 185,985 pairs from IEDB/IMGT (1) The peptide sequence is ELNKGWFGA. The MHC is HLA-A80:01 with pseudo-sequence HLA-A80:01. The binding affinity (normalized) is 0.0847. (2) The peptide sequence is NPKTPKYKF. The MHC is HLA-B08:01 with pseudo-sequence HLA-B08:01. The binding affinity (normalized) is 0.348. (3) The peptide sequence is TPEQKAYVPA. The MHC is HLA-B35:01 with pseudo-sequence HLA-B35:01. The binding affinity (normalized) is 0.140. (4) The peptide sequence is TMNSRYYLV. The MHC is HLA-B15:17 with pseudo-sequence HLA-B15:17. The binding affinity (normalized) is 0.0847. (5) The peptide sequence is AAMQRKLEK. The MHC is HLA-A33:01 with pseudo-sequence HLA-A33:01. The binding affinity (normalized) is 0. (6) The peptide sequence is NFLKEQHCQK. The MHC is HLA-A31:01 with pseudo-sequence HLA-A31:01. The binding affinity (normalized) is 0.326. (7) The peptide sequence is LTSEIVNLL. The MHC is Mamu-A01 with pseudo-sequence Mamu-A01. The binding affinity (normalized) is 0.827.